This data is from Reaction yield outcomes from USPTO patents with 853,638 reactions. The task is: Predict the reaction yield, written as a fraction of the theoretical maximum amount of product (1.0 means a 100% yield; for example, 0.34 means a 34% yield). (1) The reactants are CN1CCOCC1.[NH2:8][C@H:9]([C:25]([NH:27][C@H:28]([C:33]([NH:35][C@H:36]([C:41]([O:43][CH3:44])=[O:42])[CH2:37][CH:38]([CH3:40])[CH3:39])=[O:34])[CH2:29][CH:30]([CH3:32])[CH3:31])=[O:26])[CH2:10][CH2:11][CH2:12][CH2:13][NH:14][C:15]([O:17][CH2:18][C:19]1[CH:24]=[CH:23][CH:22]=[CH:21][CH:20]=1)=[O:16].Cl.C1C=CC2N(O)N=NC=2C=1.[NH:56]([C:73]([O:75][C:76]([CH3:79])([CH3:78])[CH3:77])=[O:74])[C@H:57]([C:62]([NH:64][C@H:65]([C:70](O)=[O:71])[CH2:66][CH:67]([CH3:69])[CH3:68])=[O:63])[CH2:58][CH:59]([CH3:61])[CH3:60].CC(C)N=C=NC(C)C. The catalyst is CN(C=O)C.O. The product is [NH:56]([C:73]([O:75][C:76]([CH3:79])([CH3:78])[CH3:77])=[O:74])[C@H:57]([C:62]([NH:64][C@H:65]([C:70]([NH:8][C@H:9]([C:25]([NH:27][C@H:28]([C:33]([NH:35][C@H:36]([C:41]([O:43][CH3:44])=[O:42])[CH2:37][CH:38]([CH3:39])[CH3:40])=[O:34])[CH2:29][CH:30]([CH3:31])[CH3:32])=[O:26])[CH2:10][CH2:11][CH2:12][CH2:13][NH:14][C:15]([O:17][CH2:18][C:19]1[CH:20]=[CH:21][CH:22]=[CH:23][CH:24]=1)=[O:16])=[O:71])[CH2:66][CH:67]([CH3:68])[CH3:69])=[O:63])[CH2:58][CH:59]([CH3:61])[CH3:60]. The yield is 0.864. (2) The reactants are [F:1][C:2]1[CH:7]=[C:6]([F:8])[CH:5]=[CH:4][C:3]=1[C:9]1[N:10]=[C:11]2[CH2:30][CH2:29][CH2:28][N:12]2[C:13]=1[C:14]1[N:19]=[N:18][C:17]([NH:20][NH:21][C:22]([C:24]2([CH3:27])[CH2:26][CH2:25]2)=O)=[CH:16][CH:15]=1.S(Cl)(Cl)=O. The catalyst is O1CCOCC1. The product is [F:1][C:2]1[CH:7]=[C:6]([F:8])[CH:5]=[CH:4][C:3]=1[C:9]1[N:10]=[C:11]2[CH2:30][CH2:29][CH2:28][N:12]2[C:13]=1[C:14]1[CH:15]=[CH:16][C:17]2[N:18]([C:22]([C:24]3([CH3:27])[CH2:26][CH2:25]3)=[N:21][N:20]=2)[N:19]=1. The yield is 0.580. (3) The reactants are [Br:1][C:2]1[CH:3]=[C:4]2[C:10](I)=[CH:9][N:8]([S:12]([C:15]3[CH:21]=[CH:20][C:18]([CH3:19])=[CH:17][CH:16]=3)(=[O:14])=[O:13])[C:5]2=[N:6][CH:7]=1.CO[C:24]1[CH:29]=[CH:28][N:27]=[C:26](B(O)O)[CH:25]=1.[C:33]([O-:36])([O-])=O.[Cs+].[Cs+].[CH3:39]N(C=O)C. The catalyst is C1C=CC(P(C2C=CC=CC=2)[C-]2C=CC=C2)=CC=1.C1C=CC(P(C2C=CC=CC=2)[C-]2C=CC=C2)=CC=1.[Fe+2].C([O-])(=O)C.[Pd+2].C([O-])(=O)C. The product is [Br:1][C:2]1[CH:3]=[C:4]2[C:10]([C:26]3[CH:25]=[CH:24][C:29]([O:36][CH3:33])=[CH:28][N:27]=3)=[C:9]([CH3:39])[N:8]([S:12]([C:15]3[CH:21]=[CH:20][C:18]([CH3:19])=[CH:17][CH:16]=3)(=[O:14])=[O:13])[C:5]2=[N:6][CH:7]=1. The yield is 0.500. (4) The reactants are [C:1]([C:5]1[NH:6][C:7]2[CH:13]=[C:12]([NH2:14])[CH:11]=[CH:10][C:8]=2[N:9]=1)([CH3:4])([CH3:3])[CH3:2].[Br:15]Br. The catalyst is CC(O)=O. The product is [C:1]([C:5]1[NH:6][C:7]2[C:13]([Br:15])=[C:12]([NH2:14])[CH:11]=[CH:10][C:8]=2[N:9]=1)([CH3:4])([CH3:2])[CH3:3]. The yield is 0.670. (5) The reactants are [Br:1][C:2]1[CH:3]=[CH:4][C:5](O)=[C:6]([C:8]2[CH:17]=[CH:16][C:15]3[C:10](=[CH:11][CH:12]=[C:13]([C:18]4[N:22]([CH:23]5[CH2:28][CH2:27][CH2:26][CH2:25][CH2:24]5)[C:21]5[CH:29]=[CH:30][C:31]([C:33]([OH:35])=[O:34])=[CH:32][C:20]=5[N:19]=4)[CH:14]=3)[N:9]=2)[CH:7]=1.C(OC(C1C=CC2N(C3CCCCC3)C(C3C=CC(N)=C(C=O)C=3)=NC=2C=1)=O)C.BrC1C=C(C(=O)C)C=CC=1.[OH-].[K+]. The catalyst is C(O)C. The product is [Br:1][C:2]1[CH:7]=[C:6]([C:8]2[CH:17]=[CH:16][C:15]3[C:10](=[CH:11][CH:12]=[C:13]([C:18]4[N:22]([CH:23]5[CH2:24][CH2:25][CH2:26][CH2:27][CH2:28]5)[C:21]5[CH:29]=[CH:30][C:31]([C:33]([OH:35])=[O:34])=[CH:32][C:20]=5[N:19]=4)[CH:14]=3)[N:9]=2)[CH:5]=[CH:4][CH:3]=1. The yield is 0.120. (6) The reactants are [CH2:1]([N:5]1[C:10]2=[CH:11][N:12]([CH2:14][C:15]3[CH:20]=[CH:19][C:18]([O:21][CH3:22])=[CH:17][CH:16]=3)[CH:13]=[C:9]2[C:8](=[O:23])[N:7]([CH3:24])[C:6]1=[O:25])[CH:2]([CH3:4])[CH3:3].[Cl:26]C(Cl)(Cl)C(Cl)(Cl)Cl.[Li+].C[Si]([N-][Si](C)(C)C)(C)C. The catalyst is C1COCC1. The product is [Cl:26][C:13]1[N:12]([CH2:14][C:15]2[CH:20]=[CH:19][C:18]([O:21][CH3:22])=[CH:17][CH:16]=2)[CH:11]=[C:10]2[C:9]=1[C:8](=[O:23])[N:7]([CH3:24])[C:6](=[O:25])[N:5]2[CH2:1][CH:2]([CH3:4])[CH3:3]. The yield is 0.510. (7) The reactants are [F:1][C:2]1[CH:3]=[C:4]([CH:9]2[CH2:13][CH2:12][CH2:11][C:10]2=[O:14])[CH:5]=[CH:6][C:7]=1[F:8].[C:15](Cl)([N:17]=[C:18]=[O:19])=[O:16]. The catalyst is C(OCC)(=O)C. The product is [F:1][C:2]1[CH:3]=[C:4]([CH:9]2[C:10]3[O:14][C:18](=[O:19])[NH:17][C:15](=[O:16])[C:11]=3[CH2:12][CH2:13]2)[CH:5]=[CH:6][C:7]=1[F:8]. The yield is 0.518. (8) The reactants are C[O:2][C:3]([C:5]1[CH:6]=[CH:7][C:8]2[O:17][CH2:16][CH2:15][C:14]3[N:10]([N:11]=[C:12]([C:18]4[N:19]([CH2:23][C:24]([F:27])([F:26])[F:25])[N:20]=[CH:21][N:22]=4)[CH:13]=3)[C:9]=2[CH:28]=1)=[O:4].[OH-].[Li+]. The catalyst is O1CCOCC1.O. The product is [F:26][C:24]([F:25])([F:27])[CH2:23][N:19]1[C:18]([C:12]2[CH:13]=[C:14]3[N:10]([N:11]=2)[C:9]2[CH:28]=[C:5]([C:3]([OH:4])=[O:2])[CH:6]=[CH:7][C:8]=2[O:17][CH2:16][CH2:15]3)=[N:22][CH:21]=[N:20]1. The yield is 0.980. (9) The product is [CH2:35]([N:36]([CH2:20][C:11]1[C:12](=[O:19])[N:13]([CH2:15][CH:16]([CH3:18])[CH3:17])[N:14]=[C:9]([C:3]2[CH:4]=[CH:5][C:6]([F:8])=[CH:7][C:2]=2[F:1])[CH:10]=1)[CH2:38][CH3:39])[CH3:34]. The yield is 1.00. No catalyst specified. The reactants are [F:1][C:2]1[CH:7]=[C:6]([F:8])[CH:5]=[CH:4][C:3]=1[C:9]1[CH:10]=[C:11]([C:20](OC)=O)[C:12](=[O:19])[N:13]([CH2:15][CH:16]([CH3:18])[CH3:17])[N:14]=1.FC1C=C(F)C=CC=1C1C=[C:34](COS(C)(=O)=O)[C:35](=O)[N:36]([CH2:38][CH:39](C)C)N=1.C(NCC)C. (10) The reactants are Br[C:2]1[CH:7]=[CH:6][C:5]([C@@H:8]2[CH2:10][C@H:9]2[NH:11][CH2:12][C:13]([NH2:15])=[O:14])=[CH:4][CH:3]=1.[F:16][C:17]([F:28])([F:27])[C:18]1[CH:19]=[C:20](B(O)O)[CH:21]=[CH:22][CH:23]=1.C([O-])([O-])=O.[K+].[K+]. The catalyst is CC#N.O.C1C=CC([P]([Pd]([P](C2C=CC=CC=2)(C2C=CC=CC=2)C2C=CC=CC=2)([P](C2C=CC=CC=2)(C2C=CC=CC=2)C2C=CC=CC=2)[P](C2C=CC=CC=2)(C2C=CC=CC=2)C2C=CC=CC=2)(C2C=CC=CC=2)C2C=CC=CC=2)=CC=1. The product is [F:16][C:17]([F:28])([F:27])[C:18]1[CH:23]=[C:22]([C:2]2[CH:7]=[CH:6][C:5]([C@@H:8]3[CH2:10][C@H:9]3[NH:11][CH2:12][C:13]([NH2:15])=[O:14])=[CH:4][CH:3]=2)[CH:21]=[CH:20][CH:19]=1. The yield is 0.800.